This data is from Reaction yield outcomes from USPTO patents with 853,638 reactions. The task is: Predict the reaction yield, written as a fraction of the theoretical maximum amount of product (1.0 means a 100% yield; for example, 0.34 means a 34% yield). (1) The reactants are [F:1][C:2]1[CH:3]=[CH:4][C:5]([O:20][CH3:21])=[C:6]([C:8]([CH3:19])([CH3:18])[CH2:9][C:10]([C:14]([F:17])([F:16])[F:15])([OH:13])CO)[CH:7]=1.I([O-])(=O)(=O)=O.[Na+]. The catalyst is CO.CCOCC.CCCCCC. The product is [F:17][C:14]([F:15])([F:16])[C:10](=[O:13])[CH2:9][C:8]([C:6]1[CH:7]=[C:2]([F:1])[CH:3]=[CH:4][C:5]=1[O:20][CH3:21])([CH3:19])[CH3:18]. The yield is 0.870. (2) The reactants are [N+:1]([C:4]1[CH:9]=[CH:8][C:7]([CH:10]([CH2:15][C:16]([OH:18])=[O:17])[CH2:11][C:12]([OH:14])=O)=[CH:6][CH:5]=1)([O-:3])=[O:2].C(OC(=O)C)(=O)C. The catalyst is CCOCC. The product is [N+:1]([C:4]1[CH:5]=[CH:6][C:7]([CH:10]2[CH2:11][C:12](=[O:14])[O:18][C:16](=[O:17])[CH2:15]2)=[CH:8][CH:9]=1)([O-:3])=[O:2]. The yield is 0.700. (3) The reactants are [C:1]12([NH2:11])[CH2:10][CH:5]3[CH2:6][CH:7]([CH2:9][CH:3]([CH2:4]3)[CH2:2]1)[CH2:8]2.C(O[C:17](=O)[N:18]([C:20]1[CH:25]=[CH:24][C:23]([CH:26]=O)=[CH:22][CH:21]=1)C)(C)(C)C.Cl. No catalyst specified. The product is [C:1]12([NH:11][CH2:26][C:23]3[CH:24]=[CH:25][C:20]([NH:18][CH3:17])=[CH:21][CH:22]=3)[CH2:8][CH:7]3[CH2:6][CH:5]([CH2:4][CH:3]([CH2:9]3)[CH2:2]1)[CH2:10]2. The yield is 0.750.